From a dataset of Full USPTO retrosynthesis dataset with 1.9M reactions from patents (1976-2016). Predict the reactants needed to synthesize the given product. (1) Given the product [CH:1]([O:4][N:5]([CH3:16])[C:6](=[O:15])[O:7][CH2:8][C:9]1[CH:10]=[CH:11][CH:12]=[CH:13][CH:14]=1)([CH3:3])[CH3:2], predict the reactants needed to synthesize it. The reactants are: [CH:1]([O:4][NH:5][C:6](=[O:15])[O:7][CH2:8][C:9]1[CH:14]=[CH:13][CH:12]=[CH:11][CH:10]=1)([CH3:3])[CH3:2].[C:16]([O-])([O-])=O.[K+].[K+].CI. (2) Given the product [Br:5][C:6]1[CH:18]=[CH:17][CH:16]=[C:15]2[C:7]=1[CH2:8][CH:9]([CH2:13][CH3:14])[C:10]2=[O:11], predict the reactants needed to synthesize it. The reactants are: [Al+3].[Cl-].[Cl-].[Cl-].[Br:5][C:6]1[CH:18]=[CH:17][CH:16]=[CH:15][C:7]=1[CH2:8][CH:9]([CH2:13][CH3:14])[C:10](Cl)=[O:11]. (3) Given the product [F:12][C:11]([F:13])([F:14])[C@H:10]([CH3:15])[C@@H:4]([C:5]([O:7][CH2:8][CH3:9])=[O:6])[NH2:1], predict the reactants needed to synthesize it. The reactants are: [N:1]([CH:4]([C@@H:10]([CH3:15])[C:11]([F:14])([F:13])[F:12])[C:5]([O:7][CH2:8][CH3:9])=[O:6])=[N+]=[N-].[H][H]. (4) Given the product [F:1][C:2]1[CH:10]=[C:9]2[C:5]([CH:6]=[CH:7][N:8]2[S:11]([C:14]2[CH:19]=[CH:18][CH:17]=[CH:16][CH:15]=2)(=[O:13])=[O:12])=[C:4]([CH:20]([OH:21])[CH3:23])[C:3]=1[OH:22], predict the reactants needed to synthesize it. The reactants are: [F:1][C:2]1[C:3]([OH:22])=[C:4]([CH:20]=[O:21])[C:5]2[CH:6]=[CH:7][N:8]([S:11]([C:14]3[CH:19]=[CH:18][CH:17]=[CH:16][CH:15]=3)(=[O:13])=[O:12])[C:9]=2[CH:10]=1.[CH3:23][Mg+].[Br-]. (5) Given the product [Br:19][C:7]1[CH:6]=[CH:5][C:4]([NH:8][C:9](=[O:11])[CH3:10])=[CH:3][C:2]=1[F:1], predict the reactants needed to synthesize it. The reactants are: [F:1][C:2]1[CH:3]=[C:4]([NH:8][C:9](=[O:11])[CH3:10])[CH:5]=[CH:6][CH:7]=1.C1C(=O)N([Br:19])C(=O)C1. (6) The reactants are: [CH2:1]([C:4]1[C:5]([OH:13])=[CH:6][C:7]2[O:11][CH2:10][CH2:9][C:8]=2[CH:12]=1)[CH2:2][CH3:3].C(=O)([O-])[O-].[K+].[K+].Br[CH2:21][C:22]#[C:23][CH3:24]. Given the product [CH2:21]([O:13][C:5]1[C:4]([CH2:1][CH2:2][CH3:3])=[CH:12][C:8]2[CH2:9][CH2:10][O:11][C:7]=2[CH:6]=1)[C:22]#[C:23][CH3:24], predict the reactants needed to synthesize it. (7) Given the product [C:29]([N:8]([C:9]1[C:14]2[N:15]([CH3:28])[C:16](=[O:27])[N:17]([CH2:18][C:19]3[CH:24]=[CH:23][C:22]([O:25][CH3:26])=[CH:21][CH:20]=3)[C:13]=2[CH:12]=[CH:11][CH:10]=1)[C:5]1[CH:6]=[CH:7][C:2]([Cl:1])=[CH:3][CH:4]=1)(=[O:31])[CH3:30], predict the reactants needed to synthesize it. The reactants are: [Cl:1][C:2]1[CH:7]=[CH:6][C:5]([NH:8][C:9]2[C:14]3[N:15]([CH3:28])[C:16](=[O:27])[N:17]([CH2:18][C:19]4[CH:24]=[CH:23][C:22]([O:25][CH3:26])=[CH:21][CH:20]=4)[C:13]=3[CH:12]=[CH:11][CH:10]=2)=[CH:4][CH:3]=1.[C:29](OC(=O)C)(=[O:31])[CH3:30]. (8) Given the product [CH3:17][O:16][C:11]([C:12]1[N:1]([C:4]2[CH:9]=[CH:8][C:7]([Br:10])=[CH:6][CH:5]=2)[N:2]=[N:3][C:13]=1[CH3:14])=[O:15], predict the reactants needed to synthesize it. The reactants are: [N:1]([C:4]1[CH:9]=[CH:8][C:7]([Br:10])=[CH:6][CH:5]=1)=[N+:2]=[N-:3].[C:11]([O:16][CH3:17])(=[O:15])[C:12]#[C:13][CH3:14]. (9) Given the product [OH:36][C:32]1[CH:31]=[C:30]([CH2:29][CH2:28][CH2:27][NH:26][C:22]2[N:23]=[C:24]([CH3:25])[C:19]([C:17]([NH:16][C@@H:4]([CH2:5][NH:6][C:7](=[O:15])[C:8]3[CH:13]=[CH:12][CH:11]=[C:10]([CH3:14])[CH:9]=3)[C:3]([OH:38])=[O:2])=[O:18])=[C:20]([CH3:37])[N:21]=2)[CH:35]=[CH:34][CH:33]=1, predict the reactants needed to synthesize it. The reactants are: C[O:2][C:3](=[O:38])[C@@H:4]([NH:16][C:17]([C:19]1[C:20]([CH3:37])=[N:21][C:22]([NH:26][CH2:27][CH2:28][CH2:29][C:30]2[CH:35]=[CH:34][CH:33]=[C:32]([OH:36])[CH:31]=2)=[N:23][C:24]=1[CH3:25])=[O:18])[CH2:5][NH:6][C:7](=[O:15])[C:8]1[CH:13]=[CH:12][CH:11]=[C:10]([CH3:14])[CH:9]=1.O.[OH-].[Li+].S([O-])(O)(=O)=O.[K+].